From a dataset of Catalyst prediction with 721,799 reactions and 888 catalyst types from USPTO. Predict which catalyst facilitates the given reaction. (1) Reactant: [OH-].[Na+].[Cl:3][C:4]1[C:5]([F:12])=[C:6]([CH:8]=[CH:9][C:10]=1[Cl:11])[NH2:7].[C:13](Cl)(Cl)=[S:14]. Product: [Cl:11][C:10]1[CH:9]=[CH:8][C:6]([N:7]=[C:13]=[S:14])=[C:5]([F:12])[C:4]=1[Cl:3]. The catalyst class is: 232. (2) Reactant: [CH:1]([C:3]1[CH:8]=[CH:7][C:6]([C:9]#[C:10][CH2:11][CH2:12][C:13]([O:15][CH3:16])=[O:14])=[CH:5][C:4]=1[N+:17]([O-])=O)=[O:2].[H][H]. Product: [NH2:17][C:4]1[CH:5]=[C:6]([CH2:9][CH2:10][CH2:11][CH2:12][C:13]([O:15][CH3:16])=[O:14])[CH:7]=[CH:8][C:3]=1[CH:1]=[O:2]. The catalyst class is: 19. (3) Reactant: C(O[C:9]1[CH:26]=[CH:25][C:12]2[CH:13]=[C:14]([C:17]3[CH:22]=[CH:21][C:20](OC)=[CH:19][CH:18]=3)[CH2:15][O:16][C:11]=2[CH:10]=1)C1C=CC=CC=1.[O:27]1C2C(=CC=CC=2)C(O)CC1.ClC1C(=O)C(C#N)=C(C#N)C(=O)C=1Cl. Product: [O:16]1[C:11]2[C:12](=[CH:25][CH:26]=[CH:9][CH:10]=2)[C:13](=[O:27])[C:14]([C:17]2[CH:22]=[CH:21][CH:20]=[CH:19][CH:18]=2)=[CH:15]1. The catalyst class is: 12. (4) Reactant: CCCC[N+](CCCC)(CCCC)CCCC.[F-].[Si]([O:26][CH:27]([N:29]1[CH:33]=[CH:32][C:31]([C:34]([N:36]2[CH2:41][CH2:40][N:39]([C:42]3[CH:43]=[C:44]([CH:47]=[CH:48][CH:49]=3)[C:45]#[N:46])[CH2:38][CH2:37]2)=[O:35])=[C:30]1[C:50]1[CH:55]=[CH:54][CH:53]=[CH:52][CH:51]=1)[CH3:28])(C(C)(C)C)(C)C.C(OCC)(=O)C. Product: [OH:26][CH:27]([N:29]1[CH:33]=[CH:32][C:31]([C:34]([N:36]2[CH2:37][CH2:38][N:39]([C:42]3[CH:43]=[C:44]([CH:47]=[CH:48][CH:49]=3)[C:45]#[N:46])[CH2:40][CH2:41]2)=[O:35])=[C:30]1[C:50]1[CH:55]=[CH:54][CH:53]=[CH:52][CH:51]=1)[CH3:28]. The catalyst class is: 7. (5) Reactant: [H-].[Na+].CCCCC.[OH:8][C:9]1[CH:10]=[C:11]([CH2:15][C:16]([O:18][CH3:19])=[O:17])[CH:12]=[CH:13][CH:14]=1.C1C=CC(N([S:27]([C:30]([F:33])([F:32])[F:31])(=[O:29])=[O:28])[S:27]([C:30]([F:33])([F:32])[F:31])(=[O:29])=[O:28])=CC=1. Product: [F:31][C:30]([F:33])([F:32])[S:27]([O:8][C:9]1[CH:10]=[C:11]([CH2:15][C:16]([O:18][CH3:19])=[O:17])[CH:12]=[CH:13][CH:14]=1)(=[O:29])=[O:28]. The catalyst class is: 1. (6) Reactant: [Cl:1][C:2]1[N:7]=[C:6]2[CH:8]=[C:9]([C:11]([OH:13])=O)[NH:10][C:5]2=[CH:4][CH:3]=1.C[N:15]1[CH2:20]COCC1.ClC(OCC(C)C)=O.O.[NH2:30]N.C1(C)C=CC(S(O)(=O)=O)=CC=1. Product: [Cl:1][C:2]1[N:7]=[C:6]2[CH:8]=[C:9]([C:11]3[O:13][CH:20]=[N:15][N:30]=3)[NH:10][C:5]2=[CH:4][CH:3]=1. The catalyst class is: 49. (7) Reactant: [S:1](Cl)([CH3:4])(=[O:3])=[O:2].N1C=CC=CC=1.[CH3:12][O:13][C:14]1[N:19]=[CH:18][C:17]([C:20]2[S:21][C:22]3[CH:28]=[C:27]([NH2:29])[CH:26]=[CH:25][C:23]=3[N:24]=2)=[CH:16][CH:15]=1. Product: [CH3:12][O:13][C:14]1[N:19]=[CH:18][C:17]([C:20]2[S:21][C:22]3[CH:28]=[C:27]([NH:29][S:1]([CH3:4])(=[O:3])=[O:2])[CH:26]=[CH:25][C:23]=3[N:24]=2)=[CH:16][CH:15]=1. The catalyst class is: 635. (8) Reactant: [C:1]([O:5][C:6]([N:8]([CH2:10][C:11]1[C:12]([F:35])=[C:13]([C:28]2[C:29]([F:34])=[N:30][CH:31]=[CH:32][CH:33]=2)[N:14]([S:16]([C:19]2[O:23][C:22]([C:24](OC)=[O:25])=[CH:21][CH:20]=2)(=[O:18])=[O:17])[CH:15]=1)[CH3:9])=[O:7])([CH3:4])([CH3:3])[CH3:2].[H-].C([Al+]CC(C)C)C(C)C.Cl. Product: [F:35][C:12]1[C:11]([CH2:10][N:8]([CH3:9])[C:6](=[O:7])[O:5][C:1]([CH3:2])([CH3:3])[CH3:4])=[CH:15][N:14]([S:16]([C:19]2[O:23][C:22]([CH2:24][OH:25])=[CH:21][CH:20]=2)(=[O:17])=[O:18])[C:13]=1[C:28]1[C:29]([F:34])=[N:30][CH:31]=[CH:32][CH:33]=1. The catalyst class is: 207. (9) Reactant: COC1C=CC(C[NH:8][C:9]([NH:11][C:12]2[N:17]=[CH:16][C:15]3[C:18]([C:40]4[CH:45]=[CH:44][N:43]=[C:42]([CH3:46])[CH:41]=4)=[N:19][N:20](C(C4C=CC=CC=4)(C4C=CC=CC=4)C4C=CC=CC=4)[C:14]=3[CH:13]=2)=[O:10])=CC=1.[C:49]([OH:55])([C:51]([F:54])([F:53])[F:52])=[O:50]. Product: [OH:55][C:49]([C:51]([F:54])([F:53])[F:52])=[O:50].[CH3:46][C:42]1[CH:41]=[C:40]([C:18]2[C:15]3[CH:16]=[N:17][C:12]([NH:11][C:9]([NH2:8])=[O:10])=[CH:13][C:14]=3[NH:20][N:19]=2)[CH:45]=[CH:44][N:43]=1. The catalyst class is: 12.